This data is from Reaction yield outcomes from USPTO patents with 853,638 reactions. The task is: Predict the reaction yield, written as a fraction of the theoretical maximum amount of product (1.0 means a 100% yield; for example, 0.34 means a 34% yield). (1) The reactants are [C:1]([C@H:5]1[CH2:10][CH2:9][C@H:8]([O:11][C:12]2[CH:13]=[C:14]3[C:19](=[CH:20][CH:21]=2)[CH2:18][C@H:17]([C@:22]2([CH3:28])[CH2:26][O:25]C(=O)[NH:23]2)[CH2:16][CH2:15]3)[CH2:7][CH2:6]1)([CH3:4])([CH3:3])[CH3:2].[OH-].[Li+].C(O)C.O. No catalyst specified. The product is [NH2:23][C@@:22]([C@@H:17]1[CH2:16][CH2:15][C:14]2[C:19](=[CH:20][CH:21]=[C:12]([O:11][C@H:8]3[CH2:7][CH2:6][C@H:5]([C:1]([CH3:4])([CH3:3])[CH3:2])[CH2:10][CH2:9]3)[CH:13]=2)[CH2:18]1)([CH3:28])[CH2:26][OH:25]. The yield is 0.490. (2) The reactants are [CH3:1][S:2]([CH:5]([CH2:8][CH:9]=[CH2:10])[C:6]#[N:7])(=[O:4])=[O:3].[CH2:11]=[O:12]. The catalyst is O1CCOCC1.C1COCC1. The product is [OH:12][CH2:11][C:5]([S:2]([CH3:1])(=[O:4])=[O:3])([CH2:8][CH:9]=[CH2:10])[C:6]#[N:7]. The yield is 0.960. (3) The reactants are [CH3:1][C:2]1[CH:10]=[CH:9][C:5]([C:6]([OH:8])=[O:7])=[CH:4][CH:3]=1.[N:11](=[C:13]1[CH2:18][CH2:17][C@H:16]2[C@H:19]3[C@H:29]([CH2:30][CH2:31][C@:14]12[CH3:15])[C@:27]1([CH3:28])[C:22]([CH2:23][C@@H:24](O)[CH2:25][CH2:26]1)=[CH:21][CH2:20]3)[OH:12].C1(N=C=NC2CCCCC2)CCCCC1. The catalyst is ClCCl. The product is [CH3:1][C:2]1[CH:10]=[CH:9][C:5]([C:6]([O:8][C@H:24]2[CH2:25][CH2:26][C@@:27]3([CH3:28])[C:22](=[CH:21][CH2:20][C@@H:19]4[C@@H:29]3[CH2:30][CH2:31][C@@:14]3([CH3:15])[C@H:16]4[CH2:17][CH2:18][C:13]3=[N:11][OH:12])[CH2:23]2)=[O:7])=[CH:4][CH:3]=1. The yield is 0.580.